This data is from Catalyst prediction with 721,799 reactions and 888 catalyst types from USPTO. The task is: Predict which catalyst facilitates the given reaction. (1) Reactant: [NH2:1][C:2]1[CH:3]=[N:4][C:5]([C:8]2[CH:13]=[CH:12][C:11]([O:14][CH2:15][C:16]3[CH:21]=[CH:20][CH:19]=[CH:18][CH:17]=3)=[C:10]([C:22]34[CH2:31][CH:26]5[CH2:27][CH:28]([CH2:30][CH:24]([CH2:25]5)[CH2:23]3)[CH2:29]4)[CH:9]=2)=[N:6][CH:7]=1.C([O-])([O-])=O.[K+].[K+].Br[CH2:39][C:40]([O:42][CH2:43][CH3:44])=[O:41]. The catalyst class is: 21. Product: [C:22]12([C:10]3[CH:9]=[C:8]([C:5]4[N:6]=[CH:7][C:2]([NH:1][CH2:39][C:40]([O:42][CH2:43][CH3:44])=[O:41])=[CH:3][N:4]=4)[CH:13]=[CH:12][C:11]=3[O:14][CH2:15][C:16]3[CH:21]=[CH:20][CH:19]=[CH:18][CH:17]=3)[CH2:23][CH:24]3[CH2:30][CH:28]([CH2:27][CH:26]([CH2:25]3)[CH2:31]1)[CH2:29]2. (2) Reactant: C(OC(=O)[NH:7][CH2:8][CH2:9][N:10]([C:16]1[O:17][C:18]2[CH:24]=[CH:23][C:22]([Cl:25])=[CH:21][C:19]=2[N:20]=1)[CH2:11][CH2:12][C:13](=[O:15])[CH3:14])(C)(C)C.CS(O)(=O)=O. Product: [NH2:7][CH2:8][CH2:9][N:10]([C:16]1[O:17][C:18]2[CH:24]=[CH:23][C:22]([Cl:25])=[CH:21][C:19]=2[N:20]=1)[CH2:11][CH2:12][C:13](=[O:15])[CH3:14]. The catalyst class is: 1. (3) Reactant: CS([C:5]1[N:10]=[C:9]([C:11]2[CH:12]=[N:13][CH:14]=[CH:15][CH:16]=2)[CH:8]=[CH:7][N:6]=1)(=O)=O.[CH3:17][C:18]1[C:23]([NH2:24])=[CH:22][C:21]([N+:25]([O-:27])=[O:26])=[CH:20][N:19]=1.[H-].[Na+].C(Cl)(Cl)Cl. Product: [N+:25]([C:21]1[CH:22]=[C:23]([NH:24][C:5]2[N:10]=[C:9]([C:11]3[CH:12]=[N:13][CH:14]=[CH:15][CH:16]=3)[CH:8]=[CH:7][N:6]=2)[C:18]([CH3:17])=[N:19][CH:20]=1)([O-:27])=[O:26]. The catalyst class is: 18. (4) Reactant: F[C:2]1[CH:9]=[CH:8][C:5]([C:6]#[N:7])=[CH:4][CH:3]=1.[NH:10]1[CH2:15][CH2:14][O:13][CH2:12][CH2:11]1.C(=O)([O-])[O-].[K+].[K+].CN[C:24]([C:26]1[C:27]([CH3:32])=[CH:28][CH:29]=[CH:30][CH:31]=1)=[O:25]. Product: [N:10]1([C:2]2[CH:9]=[CH:8][C:5]([C:6]3[NH:7][C:24](=[O:25])[C:26]4[C:27]([CH:32]=3)=[CH:28][CH:29]=[CH:30][CH:31]=4)=[CH:4][CH:3]=2)[CH2:15][CH2:14][O:13][CH2:12][CH2:11]1. The catalyst class is: 16. (5) The catalyst class is: 3. Product: [CH3:32][N:30]([CH3:31])[C:26]1[CH:25]=[C:24]([CH:29]=[CH:28][CH:27]=1)[C:23]([NH:22][C:17]1[CH:18]=[CH:19][C:20]([CH3:21])=[C:15]([NH:14][C:11]([C:7]2[CH:6]=[C:5]3[C:10](=[CH:9][CH:8]=2)[N:1]=[CH:2][CH:3]=[CH:4]3)=[O:13])[CH:16]=1)=[O:33]. Reactant: [N:1]1[C:10]2[C:5](=[CH:6][C:7]([C:11]([OH:13])=O)=[CH:8][CH:9]=2)[CH:4]=[CH:3][CH:2]=1.[NH2:14][C:15]1[CH:16]=[C:17]([NH:22][C:23](=[O:33])[C:24]2[CH:29]=[CH:28][CH:27]=[C:26]([N:30]([CH3:32])[CH3:31])[CH:25]=2)[CH:18]=[CH:19][C:20]=1[CH3:21].C(N(C(C)C)CC)(C)C. (6) The catalyst class is: 4. Product: [O:34]=[S:1]1(=[O:28])[CH:5]=[CH:4][C:3]2[CH:6]=[CH:7][CH:8]=[C:9]([C:10]([CH3:22])([CH3:21])[CH2:11][C:12]([C:17]([F:18])([F:19])[F:20])([OH:16])[CH2:13][C:14]#[CH:15])[C:2]1=2. Reactant: [S:1]1[CH:5]=[CH:4][C:3]2[CH:6]=[CH:7][CH:8]=[C:9]([C:10]([CH3:22])([CH3:21])[CH2:11][C:12]([C:17]([F:20])([F:19])[F:18])([OH:16])[CH2:13][C:14]#[CH:15])[C:2]1=2.ClC1C=C(C=CC=1)C(OO)=[O:28].[OH-:34].[Na+]. (7) Reactant: [C:1]([O:5][C:6]([NH:8][CH2:9][C:10](ON1C(=O)CCC1=O)=[O:11])=[O:7])([CH3:4])([CH3:3])[CH3:2].[NH:20]1[CH2:24][CH2:23][CH2:22][C@H:21]1[C:25]([NH2:27])=[O:26].CCN(C(C)C)C(C)C. Product: [C:25]([C@@H:21]1[CH2:22][CH2:23][CH2:24][N:20]1[C:10](=[O:11])[CH2:9][NH:8][C:6](=[O:7])[O:5][C:1]([CH3:2])([CH3:3])[CH3:4])(=[O:26])[NH2:27]. The catalyst class is: 4. (8) Reactant: [CH2:1]([OH:5])[C:2]#[C:3][CH3:4].O[C:7]1[CH:8]=[CH:9][C:10]([C:13]([O:15][CH3:16])=[O:14])=[N:11][CH:12]=1.C1(P(C2C=CC=CC=2)C2C=CC=CC=2)C=CC=CC=1.N(C(OC(C)C)=O)=NC(OC(C)C)=O. Product: [CH2:1]([O:5][C:7]1[CH:8]=[CH:9][C:10]([C:13]([O:15][CH3:16])=[O:14])=[N:11][CH:12]=1)[C:2]#[C:3][CH3:4]. The catalyst class is: 1.